Dataset: Forward reaction prediction with 1.9M reactions from USPTO patents (1976-2016). Task: Predict the product of the given reaction. Given the reactants CC[O-].[Na+].[C:5]([CH2:10][C:11]([O:13][CH2:14][CH3:15])=[O:12])(=[O:9])[CH:6]([CH3:8])[CH3:7].ClO[N:18]=[CH:19][C:20]1[CH:25]=[CH:24][CH:23]=[C:22]([F:26])[CH:21]=1, predict the reaction product. The product is: [CH2:14]([O:13][C:11]([C:10]1[C:19]([C:20]2[CH:25]=[CH:24][CH:23]=[C:22]([F:26])[CH:21]=2)=[N:18][O:9][C:5]=1[CH:6]([CH3:8])[CH3:7])=[O:12])[CH3:15].